From a dataset of Peptide-MHC class II binding affinity with 134,281 pairs from IEDB. Regression. Given a peptide amino acid sequence and an MHC pseudo amino acid sequence, predict their binding affinity value. This is MHC class II binding data. (1) The peptide sequence is LWTQSLRRELSGYCS. The MHC is DRB1_1302 with pseudo-sequence DRB1_1302. The binding affinity (normalized) is 0. (2) The peptide sequence is YEAFVLHFSEALRII. The MHC is HLA-DQA10102-DQB10602 with pseudo-sequence HLA-DQA10102-DQB10602. The binding affinity (normalized) is 0.742. (3) The peptide sequence is KSAFQSSIASGFVGL. The MHC is DRB3_0101 with pseudo-sequence DRB3_0101. The binding affinity (normalized) is 0.694. (4) The peptide sequence is KEVEEAWASACGGTG. The binding affinity (normalized) is 0.292. The MHC is HLA-DQA10301-DQB10302 with pseudo-sequence HLA-DQA10301-DQB10302.